This data is from Peptide-MHC class II binding affinity with 134,281 pairs from IEDB. The task is: Regression. Given a peptide amino acid sequence and an MHC pseudo amino acid sequence, predict their binding affinity value. This is MHC class II binding data. (1) The peptide sequence is CISPNVGNLKFGLSY. The MHC is DRB1_0101 with pseudo-sequence DRB1_0101. The binding affinity (normalized) is 0.289. (2) The peptide sequence is YDKFLANVSTVLTEK. The MHC is DRB1_0802 with pseudo-sequence DRB1_0802. The binding affinity (normalized) is 0.749. (3) The peptide sequence is TSSTPEAVSLLCSDK. The MHC is DRB1_0405 with pseudo-sequence DRB1_0405. The binding affinity (normalized) is 0.363. (4) The peptide sequence is TVDFSLDPTFTIETITLPQD. The MHC is DRB1_0301 with pseudo-sequence DRB1_0301. The binding affinity (normalized) is 0.576. (5) The peptide sequence is AFKVAWTAANAAPAN. The MHC is HLA-DPA10201-DPB11401 with pseudo-sequence HLA-DPA10201-DPB11401. The binding affinity (normalized) is 0.681.